This data is from Catalyst prediction with 721,799 reactions and 888 catalyst types from USPTO. The task is: Predict which catalyst facilitates the given reaction. (1) Reactant: [Br:1][CH:2]([CH2:6][CH:7]([CH3:9])[CH3:8])[C:3]([OH:5])=[O:4].[N+](=[CH2:12])=[N-]. Product: [Br:1][CH:2]([CH2:6][CH:7]([CH3:9])[CH3:8])[C:3]([O:5][CH3:12])=[O:4]. The catalyst class is: 2. (2) Reactant: F[C:2]1[C:3]([N+:9]([O-:11])=[O:10])=[N:4][CH:5]=[C:6]([F:8])[CH:7]=1.[NH2:12][C:13]1[CH:14]=[N:15][C:16]2[CH2:17][CH:18]([NH:23][C:24](=[O:30])[O:25][C:26]([CH3:29])([CH3:28])[CH3:27])[CH2:19][CH2:20][C:21]=2[CH:22]=1. Product: [F:8][C:6]1[CH:7]=[C:2]([NH:12][C:13]2[CH:14]=[N:15][C:16]3[CH2:17][CH:18]([NH:23][C:24](=[O:30])[O:25][C:26]([CH3:28])([CH3:27])[CH3:29])[CH2:19][CH2:20][C:21]=3[CH:22]=2)[C:3]([N+:9]([O-:11])=[O:10])=[N:4][CH:5]=1. The catalyst class is: 9. (3) Reactant: [Cl:1][C:2]1[CH:7]=[C:6]([C:8]([O:10]C)=O)[C:5]([N:12]=[C:13]=[S:14])=[CH:4][C:3]=1[C:15]([O:17]C)=[O:16].[CH3:19][O:20][C:21]1[C:26]([O:27][CH3:28])=[CH:25][N:24]=[C:23]([NH2:29])[N:22]=1.[OH-].[Na+].Cl. Product: [Cl:1][C:2]1[CH:7]=[C:6]2[C:5](=[CH:4][C:3]=1[C:15]([OH:17])=[O:16])[NH:12][C:13](=[S:14])[N:29]([C:23]1[N:22]=[C:21]([O:20][CH3:19])[C:26]([O:27][CH3:28])=[CH:25][N:24]=1)[C:8]2=[O:10]. The catalyst class is: 3. (4) Reactant: [CH3:1][N:2]1[CH2:7][CH2:6][N:5]([C:8]([NH:10][C:11]2[CH:16]=[C:15]([O:17][C:18]3[CH:19]=[N:20][C:21]([N+:24]([O-])=O)=[CH:22][CH:23]=3)[CH:14]=[CH:13][N:12]=2)=[O:9])[CH2:4][CH2:3]1. Product: [NH2:24][C:21]1[N:20]=[CH:19][C:18]([O:17][C:15]2[CH:14]=[CH:13][N:12]=[C:11]([NH:10][C:8]([N:5]3[CH2:4][CH2:3][N:2]([CH3:1])[CH2:7][CH2:6]3)=[O:9])[CH:16]=2)=[CH:23][CH:22]=1. The catalyst class is: 227. (5) Reactant: [OH:1][C:2]1[CH:7]=[C:6]([O:8][CH2:9][CH2:10][O:11][CH2:12][CH2:13][O:14][CH3:15])[CH:5]=[CH:4][C:3]=1[C:16]1[NH:17][CH2:18][C:19]([CH3:25])([C:21]([O:23]C)=[O:22])[N:20]=1.[OH-].[Na+]. Product: [OH:1][C:2]1[CH:7]=[C:6]([O:8][CH2:9][CH2:10][O:11][CH2:12][CH2:13][O:14][CH3:15])[CH:5]=[CH:4][C:3]=1[C:16]1[NH:17][CH2:18][C:19]([CH3:25])([C:21]([OH:23])=[O:22])[N:20]=1. The catalyst class is: 24.